This data is from Forward reaction prediction with 1.9M reactions from USPTO patents (1976-2016). The task is: Predict the product of the given reaction. (1) Given the reactants C([N:8]1[CH2:12][C@H:11]([CH2:13][C:14]2[CH:19]=[CH:18][CH:17]=[CH:16][CH:15]=2)[C@@H:10]([C:20]([OH:22])=[O:21])[CH2:9]1)C1C=CC=CC=1.C(O[C:28](=[O:34])[O:29][C:30]([CH3:33])([CH3:32])[CH3:31])(C)(C)C, predict the reaction product. The product is: [C:30]([O:29][C:28]([N:8]1[CH2:12][C@@H:11]([CH2:13][C:14]2[CH:15]=[CH:16][CH:17]=[CH:18][CH:19]=2)[C@H:10]([C:20]([OH:22])=[O:21])[CH2:9]1)=[O:34])([CH3:31])([CH3:32])[CH3:33]. (2) Given the reactants [F:1][C:2]1[CH:3]=[C:4]([C:9]2[O:13][N:12]=[CH:11][C:10]=2[CH2:14][CH2:15][C:16](OC)=[O:17])[CH:5]=[CH:6][C:7]=1[F:8].[H-].C([Al+]CC(C)C)C(C)C.Cl, predict the reaction product. The product is: [F:1][C:2]1[CH:3]=[C:4]([C:9]2[O:13][N:12]=[CH:11][C:10]=2[CH2:14][CH2:15][CH2:16][OH:17])[CH:5]=[CH:6][C:7]=1[F:8]. (3) Given the reactants [Mg].BrCCBr.[CH3:6][O:7][C:8]1[CH:13]=[CH:12][C:11](Br)=[CH:10][C:9]=1[CH2:15][C:16]1[S:17][C:18]2[CH:24]=[CH:23][CH:22]=[CH:21][C:19]=2[CH:20]=1.[CH2:25]([O:32][C@@H:33]1[C@@H:39]([O:40][CH2:41][C:42]2[CH:47]=[CH:46][CH:45]=[CH:44][CH:43]=2)[C@H:38]([O:48][CH2:49][C:50]2[CH:55]=[CH:54][CH:53]=[CH:52][CH:51]=2)[C@@H:37]([CH2:56][O:57][CH2:58][C:59]2[CH:64]=[CH:63][CH:62]=[CH:61][CH:60]=2)[O:36][C:34]1=O)[C:26]1[CH:31]=[CH:30][CH:29]=[CH:28][CH:27]=1.[Cl-].[NH4+].C([SiH](CC)CC)C.C(=O)([O-])O.[Na+], predict the reaction product. The product is: [S:17]1[C:18]2[CH:24]=[CH:23][CH:22]=[CH:21][C:19]=2[CH:20]=[C:16]1[CH2:15][C:9]1[CH:10]=[C:11]([C@@H:34]2[O:36][C@H:37]([CH2:56][O:57][CH2:58][C:59]3[CH:60]=[CH:61][CH:62]=[CH:63][CH:64]=3)[C@@H:38]([O:48][CH2:49][C:50]3[CH:51]=[CH:52][CH:53]=[CH:54][CH:55]=3)[C@H:39]([O:40][CH2:41][C:42]3[CH:47]=[CH:46][CH:45]=[CH:44][CH:43]=3)[C@H:33]2[O:32][CH2:25][C:26]2[CH:27]=[CH:28][CH:29]=[CH:30][CH:31]=2)[CH:12]=[CH:13][C:8]=1[O:7][CH3:6].